This data is from NCI-60 drug combinations with 297,098 pairs across 59 cell lines. The task is: Regression. Given two drug SMILES strings and cell line genomic features, predict the synergy score measuring deviation from expected non-interaction effect. Drug 1: CCC1(CC2CC(C3=C(CCN(C2)C1)C4=CC=CC=C4N3)(C5=C(C=C6C(=C5)C78CCN9C7C(C=CC9)(C(C(C8N6C)(C(=O)OC)O)OC(=O)C)CC)OC)C(=O)OC)O.OS(=O)(=O)O. Cell line: M14. Drug 2: CCCCC(=O)OCC(=O)C1(CC(C2=C(C1)C(=C3C(=C2O)C(=O)C4=C(C3=O)C=CC=C4OC)O)OC5CC(C(C(O5)C)O)NC(=O)C(F)(F)F)O. Synergy scores: CSS=9.00, Synergy_ZIP=-0.0995, Synergy_Bliss=-0.131, Synergy_Loewe=0.912, Synergy_HSA=0.0723.